Dataset: Aqueous solubility values for 9,982 compounds from the AqSolDB database. Task: Regression/Classification. Given a drug SMILES string, predict its absorption, distribution, metabolism, or excretion properties. Task type varies by dataset: regression for continuous measurements (e.g., permeability, clearance, half-life) or binary classification for categorical outcomes (e.g., BBB penetration, CYP inhibition). For this dataset (solubility_aqsoldb), we predict Y. The compound is FC(F)(F)c1cccc(C(c2ccccc2)(c2ccccc2)n2cncn2)c1. The Y is -8.40 log mol/L.